From a dataset of Experimentally validated miRNA-target interactions with 360,000+ pairs, plus equal number of negative samples. Binary Classification. Given a miRNA mature sequence and a target amino acid sequence, predict their likelihood of interaction. (1) The miRNA is hsa-miR-4652-5p with sequence AGGGGACUGGUUAAUAGAACUA. The protein sequence of the target gene is MGNGLSDQTSILSNLPSFQSFHIVILGLDCAGKTTVLYRLQFNEFVNTVPTKGFNTEKIKVTLGNSKTVTFHFWDVGGQEKLRPLWKSYTRCTDGIVFVVDSVDVERMEEAKTELHKITRISENQGVPVLIVANKQDLRNSLSLSEIEKLLAMGELSSSTPWHLQPTCAIIGDGLKEGLEKLHDMIIKRRKMLRQQKKKR. Result: 0 (no interaction). (2) The miRNA is hsa-miR-1295b-5p with sequence CACCCAGAUCUGCGGCCUAAU. The protein sequence of the target gene is MMRNRSKSPRRPSPTSRAANCDVELLKSTARDREELKCMLEKYERHLAEIQGNVKVLTSERDKTFLLYEQAQEEIARLRREMMKSCKSPKSTTAHAILRRVETERDVAFTDLRRMTTERDSLRERLKIAQETAFNEKAHLEQRIEELECTVHNLDDERMEQMANMTLMKETITTVEKEMKSLARKAMDTESELGRQKAENNSLRLLYENTEKDLSDTQRHLAKKKYELQLTQEKIMCLDEKIDNFTRQNIAQREEISILGATLNDLAKEKECLQACLDKKSENIASLGESLAMKEKTISG.... Result: 0 (no interaction). (3) The miRNA is hsa-miR-4441 with sequence ACAGGGAGGAGAUUGUA. The protein sequence of the target gene is MHRVPRLTTPWANRDLQRAWEKTYQDHRKKVQNAQPLVDTHPPQIYSHLCLKFKKLKMEEERLSIIDRNNYLLLQRVASAMKTRGQTDGRNNFTQRRS. Result: 0 (no interaction). (4) The miRNA is hsa-miR-4644 with sequence UGGAGAGAGAAAAGAGACAGAAG. The protein sequence of the target gene is MDRTLESLRHIIAQALPHRDPALVFKDLNVVSMLQEFWESKQQQKATFSSEGLVVYESMPSSGPPFVSYVTLPGGSCFGNFQCCLSRAEARRDAAKVALINSLFNELPSRRITKEFIMESVQEAVASTRGTLDDADDPSTSVGAYHYMLESNMGKTMLEFQELMTIFQLLHWNGSLKALRETKCSRQEVISYYSQYSLDEKMRSHMALDWIMKERESPGILSQELRAALGQLEEARKAGQELRFYKEKKEILSLALTQIYSDPDPSSPSDDQLSLTALCGYH. Result: 0 (no interaction). (5) The miRNA is hsa-miR-4723-3p with sequence CCCUCUCUGGCUCCUCCCCAAA. The protein sequence of the target gene is MIRGAPAPMAEPPPVVFCHDSPKRVLVSVIRTTPATPPCSSVGEPEPPPPLVPTSPGFSDFMVYPWRWGENAHNVTLSPGAAGGVVSAGLPVAAELPTLRGAPQSSASVAAVSGGEDEEEASSPDSGHLKDGIRRGRPRADTVRDLINEGEHSSSRIRCNICNRVFPREKSLQAHKRTHTGERPYLCDYPDCGKAFVQSGQLKTHQRLHTGEKPFVCSENGCLSRFTHANRHCPKHPYARLKREEPTDALSKHQSPDNKAAAEWLAKYWEMREQRTPTLKGKLVQKADQEQQDPLEYLQS.... Result: 0 (no interaction). (6) The protein sequence of the target gene is MASSFLPAGAITGDSGGELSSGDDSGEVEFPHSPEIEETSCLAELFEKAAAHLQGLIQVASREQLLYLYARYKQVKVGNCNTPKPSFFDFEGKQKWEAWKALGDSSPSQAMQEYIAVVKKLDPGWNPQIPEKKGKEANTGFGGPVISSLYHEETIREEDKNIFDYCRENNIDHITKAIKSKNVDVNVKDEEGRALLHWACDRGHKELVTVLLQHRADINCQDNEGQTALHYASACEFLDIVELLLQSGADPTLRDQDGCLPEEVTGCKTVSLVLQRHTTGKA. Result: 0 (no interaction). The miRNA is hsa-miR-6811-3p with sequence AGCCUGUGCUUGUCCCUGCAG. (7) The miRNA is mmu-miR-3074-1-3p with sequence GAUAUCAGCUCAGUAGGCACCG. The protein sequence of the target gene is MTRSPALLLLLLGALPSAEAARGPPRMADKVVPRQVARLGRTVRLQCPVEGDPPPLTMWTKDGRTIHSGWSRFRVLPQGLKVKEVEAEDAGVYVCKATNGFGSLSVNYTLIIMDDISPGKESPGPGGSSGGQEDPASQQWARPRFTQPSKMRRRVIARPVGSSVRLKCVASGHPRPDIMWMKDDQTLTHLEASEHRKKKWTLSLKNLKPEDSGKYTCRVSNKAGAINATYKVDVIQRTRSKPVLTGTHPVNTTVDFGGTTSFQCKVRSDVKPVIQWLKRVEYGSEGRHNSTIDVGGQKFV.... Result: 0 (no interaction). (8) The miRNA is hsa-miR-5194 with sequence UGAGGGGUUUGGAAUGGGAUGG. The protein sequence of the target gene is MNQTDKNQQEIPSYLNDEPPEGSMKDHPQQQPGMLSRVTGGIFSVTKGAVGATIGGVAWIGGKSLEVTKTAVTTVPSMGIGLVKGGVSAVAGGVTAVGSAVVNKVPLTGKKKDKSD. Result: 0 (no interaction).